From a dataset of Human Reference Interactome with 51,813 positive PPI pairs across 8,248 proteins, plus equal number of experimentally-validated negative pairs. Binary Classification. Given two protein amino acid sequences, predict whether they physically interact or not. Protein 1 (ENSG00000171681) has sequence MDSLEEPQKKVFKARKTMRVSDRQQLEAVYKVKEELLKTDVKLLNGNHENGDLDPTSPLENMDYIKDKEEVNGIEEICFDPEGSKAEWKETPCILSVNVKNKQDDDLNCEPLSPHNITPEPVSKLPAEPVSGDPAPGDLDAGDPASGVLASGDSTSGDPTSSEPSSSDAASGDATSGDAPSGDVSPGDATSGDATADDLSSGDPTSSDPIPGEPVPVEPISGDCAADDIASSEITSVDLASGAPASTDPASDDLASGDLSSSELASDDLATGELASDELTSESTFDRTFEPKSVPVCEPV.... Protein 2 (ENSG00000158125) has sequence MTADKLVFFVNGRKVVEKNADPETTLLAYLRRKLGLSGTKLGCGEGGCGACTVMLSKYDRLQNKIVHFSANACLAPICSLHHVAVTTVEGIGSTKTRLHPVQERIAKSHGSQCGFCTPGIVMSMYTLLRNQPEPTMEEIENAFQGNLCRCTGYRPILQGFRTFARDGGCCGGDGNNPNCCMNQKKDHSVSLSPSLFKPEEFTPLDPTQEPIFPPELLRLKDTPRKQLRFEGERVTWIQASTLKELLDLKAQHPDAKLVVGNTEIGIEMKFKNMLFPMIVCPAWIPELNSVEHGPDGISFG.... Result: 0 (the proteins do not interact).